Predict which catalyst facilitates the given reaction. From a dataset of Catalyst prediction with 721,799 reactions and 888 catalyst types from USPTO. (1) Product: [C:1]([O:5][C:6]([N:8]1[CH2:9][CH2:10][CH:11]([C:14]2[S:15][C:16]([CH3:21])=[C:17]([CH2:19][O:20][C:29]3[CH:30]=[CH:31][C:26]([S:23]([CH3:22])(=[O:25])=[O:24])=[CH:27][CH:28]=3)[N:18]=2)[CH2:12][CH2:13]1)=[O:7])([CH3:4])([CH3:3])[CH3:2]. Reactant: [C:1]([O:5][C:6]([N:8]1[CH2:13][CH2:12][CH:11]([C:14]2[S:15][C:16]([CH3:21])=[C:17]([CH2:19][OH:20])[N:18]=2)[CH2:10][CH2:9]1)=[O:7])([CH3:4])([CH3:3])[CH3:2].[CH3:22][S:23]([C:26]1[CH:31]=[CH:30][C:29](O)=[CH:28][CH:27]=1)(=[O:25])=[O:24].C1C=CC(P(C2C=CC=CC=2)C2C=CC=CC=2)=CC=1.CCOC(/N=N/C(OCC)=O)=O. The catalyst class is: 1. (2) Reactant: [F:1][C:2]([F:11])([F:10])[C:3]1[CH:8]=[CH:7][N+:6]([O-])=[CH:5][CH:4]=1.C[Si]([C:16]#[N:17])(C)C.CN(C)C(Cl)=O. Product: [F:1][C:2]([F:11])([F:10])[C:3]1[CH:8]=[CH:7][N:6]=[C:5]([C:16]#[N:17])[CH:4]=1. The catalyst class is: 2. (3) Product: [CH3:1][O:2][C:3]([C:5]1[CH:6]=[CH:7][C:8]([CH:11]2[CH2:16][O:15][CH2:14][CH2:13][N:12]2[C:17]([O:19][C:20]([CH3:23])([CH3:22])[CH3:21])=[O:18])=[CH:9][CH:10]=1)=[O:4]. Reactant: [CH3:1][O:2][C:3]([C:5]1[CH:10]=[CH:9][C:8]([C:11]2[N:12]([C:17]([O:19][C:20]([CH3:23])([CH3:22])[CH3:21])=[O:18])[CH2:13][CH2:14][O:15][CH:16]=2)=[CH:7][CH:6]=1)=[O:4]. The catalyst class is: 105. (4) Reactant: [C:1]1([CH2:7][CH2:8][CH2:9][CH:10]([NH:20][C:21]([CH:23]2[CH2:28][CH2:27][N:26]([C:29]([CH:31]3[CH2:36][CH2:35][CH2:34][CH2:33][N:32]3C(OC(C)(C)C)=O)=[O:30])[CH2:25][CH2:24]2)=[O:22])[CH2:11][CH2:12][CH2:13][C:14]2[CH:19]=[CH:18][CH:17]=[CH:16][CH:15]=2)[CH:6]=[CH:5][CH:4]=[CH:3][CH:2]=1.FC(F)(F)C(O)=O. Product: [C:1]1([CH2:7][CH2:8][CH2:9][CH:10]([NH:20][C:21]([CH:23]2[CH2:28][CH2:27][N:26]([C:29]([CH:31]3[CH2:36][CH2:35][CH2:34][CH2:33][NH:32]3)=[O:30])[CH2:25][CH2:24]2)=[O:22])[CH2:11][CH2:12][CH2:13][C:14]2[CH:15]=[CH:16][CH:17]=[CH:18][CH:19]=2)[CH:2]=[CH:3][CH:4]=[CH:5][CH:6]=1. The catalyst class is: 2. (5) Product: [Br:1][C:2]1[C:10]2[C:5](=[CH:6][CH:7]=[CH:8][C:9]=2[N+:11]([O-:13])=[O:12])[N:4]([CH2:16][C:17]2[CH:22]=[CH:21][CH:20]=[C:19]([CH:23]([CH3:25])[CH3:24])[N:18]=2)[N:3]=1. Reactant: [Br:1][C:2]1[C:10]2[C:5](=[CH:6][CH:7]=[CH:8][C:9]=2[N+:11]([O-:13])=[O:12])[NH:4][N:3]=1.Cl.Cl[CH2:16][C:17]1[CH:22]=[CH:21][CH:20]=[C:19]([CH:23]([CH3:25])[CH3:24])[N:18]=1.C(=O)([O-])[O-].[K+].[K+].CN(C=O)C. The catalyst class is: 6. (6) Reactant: [CH:1]1[C:14]2[C:5](=[CH:6][C:7]3[C:12]([C:13]=2[C:15]2[CH:20]=[C:19]([C:21]4[CH:26]=[CH:25][CH:24]=[CH:23][CH:22]=4)[N:18]=[C:17]([C:27]4[CH:32]=[CH:31][CH:30]=[CH:29][CH:28]=4)[N:16]=2)=[CH:11][CH:10]=[CH:9][CH:8]=3)[CH:4]=[CH:3][CH:2]=1.[Br:33]N1C(=O)CCC1=O. Product: [Br:33][C:6]1[C:7]2[C:12](=[CH:11][CH:10]=[CH:9][CH:8]=2)[C:13]([C:15]2[CH:20]=[C:19]([C:21]3[CH:22]=[CH:23][CH:24]=[CH:25][CH:26]=3)[N:18]=[C:17]([C:27]3[CH:32]=[CH:31][CH:30]=[CH:29][CH:28]=3)[N:16]=2)=[C:14]2[C:5]=1[CH:4]=[CH:3][CH:2]=[CH:1]2. The catalyst class is: 9. (7) Reactant: [OH-].[Na+].O.[C:4]([CH2:6][C:7]([NH2:9])=[O:8])#[N:5].[CH2:10]([N:17]=[N+:18]=[N-:19])[C:11]1[CH:16]=[CH:15][CH:14]=[CH:13][CH:12]=1. Product: [NH2:5][C:4]1[N:17]([CH2:10][C:11]2[CH:16]=[CH:15][CH:14]=[CH:13][CH:12]=2)[N:18]=[N:19][C:6]=1[C:7]([NH2:9])=[O:8]. The catalyst class is: 16. (8) Reactant: [C:1]([O:5][C:6](=[O:34])[NH:7][C:8]1([C:12]2[CH:17]=[CH:16][C:15]([C:18]3[C:19]([C:28]4[CH:33]=[CH:32][CH:31]=[CH:30][CH:29]=4)=[CH:20][C:21]4[NH:26][CH2:25][CH2:24][O:23][C:22]=4[N:27]=3)=[CH:14][CH:13]=2)[CH2:11][CH2:10][CH2:9]1)([CH3:4])([CH3:3])[CH3:2].C(N(CC)CC)C.[CH3:42][S:43](Cl)(=[O:45])=[O:44].C([O-])(O)=O.[Na+]. Product: [C:1]([O:5][C:6](=[O:34])[NH:7][C:8]1([C:12]2[CH:13]=[CH:14][C:15]([C:18]3[C:19]([C:28]4[CH:29]=[CH:30][CH:31]=[CH:32][CH:33]=4)=[CH:20][C:21]4[N:26]([S:43]([CH3:42])(=[O:45])=[O:44])[CH2:25][CH2:24][O:23][C:22]=4[N:27]=3)=[CH:16][CH:17]=2)[CH2:11][CH2:10][CH2:9]1)([CH3:4])([CH3:2])[CH3:3]. The catalyst class is: 2. (9) Reactant: [Cl:1][C:2]1[C:7](C)=[C:6](O)[C:5]([O:10][CH2:11][C:12]2[C:17]([O:18][CH3:19])=[CH:16][CH:15]=[C:14]([F:20])[C:13]=2[F:21])=[CH:4][C:3]=1[N:22]1[C:30](=[O:31])[NH:29][C:28]2[C:23]1=[N:24][C:25]([CH3:34])=[N:26][C:27]=2[O:32][CH3:33].C[C:36](OI1(OC(C)=O)(OC(C)=O)OC(=O)C2C1=CC=CC=2)=[O:37]. Product: [Cl:1][C:2]1[CH:7]=[C:6]([CH:36]=[O:37])[C:5]([O:10][CH2:11][C:12]2[C:17]([O:18][CH3:19])=[CH:16][CH:15]=[C:14]([F:20])[C:13]=2[F:21])=[CH:4][C:3]=1[N:22]1[C:30](=[O:31])[NH:29][C:28]2[C:23]1=[N:24][C:25]([CH3:34])=[N:26][C:27]=2[O:32][CH3:33]. The catalyst class is: 2.